This data is from Full USPTO retrosynthesis dataset with 1.9M reactions from patents (1976-2016). The task is: Predict the reactants needed to synthesize the given product. Given the product [N+:14]([C:12]1[C:2]([Br:1])=[C:3]([Cl:13])[C:4]2[O:8][C:7]([F:10])([F:9])[O:6][C:5]=2[CH:11]=1)([O-:16])=[O:15], predict the reactants needed to synthesize it. The reactants are: [Br:1][C:2]1[CH:12]=[CH:11][C:5]2[O:6][C:7]([F:10])([F:9])[O:8][C:4]=2[C:3]=1[Cl:13].[N+:14]([O-])([OH:16])=[O:15].